From a dataset of Reaction yield outcomes from USPTO patents with 853,638 reactions. Predict the reaction yield, written as a fraction of the theoretical maximum amount of product (1.0 means a 100% yield; for example, 0.34 means a 34% yield). (1) The reactants are Cl[C:2]1[N:7]=[C:6]([C:8]2[S:12][C:11]([CH:13]([CH3:15])[CH3:14])=[N:10][C:9]=2[C:16]2[CH:17]=[CH:18][C:19]([F:34])=[C:20]([NH:22][S:23]([C:26]3[C:31]([F:32])=[CH:30][CH:29]=[CH:28][C:27]=3[F:33])(=[O:25])=[O:24])[CH:21]=2)[CH:5]=[CH:4][N:3]=1.[NH2:35][CH2:36][CH2:37][CH2:38][N:39]1[CH2:43][CH2:42][CH2:41][C:40]1=[O:44]. No catalyst specified. The product is [F:33][C:27]1[CH:28]=[CH:29][CH:30]=[C:31]([F:32])[C:26]=1[S:23]([NH:22][C:20]1[CH:21]=[C:16]([C:9]2[N:10]=[C:11]([CH:13]([CH3:15])[CH3:14])[S:12][C:8]=2[C:6]2[CH:5]=[CH:4][N:3]=[C:2]([NH:35][CH2:36][CH2:37][CH2:38][N:39]3[CH2:43][CH2:42][CH2:41][C:40]3=[O:44])[N:7]=2)[CH:17]=[CH:18][C:19]=1[F:34])(=[O:25])=[O:24]. The yield is 0.370. (2) The reactants are F[C:2]1[CH:7]=[CH:6][CH:5]=[C:4]([F:8])[N:3]=1.[C-:9]#[N:10].[Na+]. The catalyst is CS(C)=O.CCOC(C)=O. The product is [C:9]([C:2]1[CH:7]=[CH:6][CH:5]=[C:4]([F:8])[N:3]=1)#[N:10]. The yield is 0.220. (3) The reactants are [C:1](Cl)(=O)[CH3:2].[CH2:5]([O:7][C:8]1[C:13](=[O:14])[N:12]([CH3:15])[C:11]([OH:16])=[N:10][C:9]=1[C:17]([OH:19])=[O:18])[CH3:6]. The catalyst is C(O)C. The product is [CH2:5]([O:7][C:8]1[C:13](=[O:14])[N:12]([CH3:15])[C:11]([OH:16])=[N:10][C:9]=1[C:17]([O:19][CH2:1][CH3:2])=[O:18])[CH3:6]. The yield is 0.980. (4) The reactants are O.[OH-].[Li+].[F:4][C:5]1[CH:10]=[CH:9][CH:8]=[CH:7][C:6]=1[C:11]1[N:12]=[N:13][N:14]([CH3:28])[C:15]=1[CH2:16][O:17][C:18]1[CH:27]=[CH:26][C:21]([C:22]([O:24]C)=[O:23])=[CH:20][N:19]=1. The catalyst is O.C1COCC1. The product is [F:4][C:5]1[CH:10]=[CH:9][CH:8]=[CH:7][C:6]=1[C:11]1[N:12]=[N:13][N:14]([CH3:28])[C:15]=1[CH2:16][O:17][C:18]1[CH:27]=[CH:26][C:21]([C:22]([OH:24])=[O:23])=[CH:20][N:19]=1. The yield is 0.750. (5) The reactants are [CH3:1][O:2][C:3]([C:5]1[S:6][C:7]([C:23]#[C:24][C:25]([CH3:28])([CH3:27])[CH3:26])=[CH:8][C:9]=1[N:10]1[C:15](=[O:16])[CH2:14][CH2:13][CH2:12][C@H:11]1[CH:17]1[CH2:22][CH2:21][CH2:20][CH2:19][CH2:18]1)=[O:4].C[Si]([N-][Si](C)(C)C)(C)C.[Na+].CC1(C)[C@@]23C4(ON4S(=O)(=[O:47])C2)C[C@H]1CC3. The catalyst is C1COCC1. The product is [CH3:1][O:2][C:3]([C:5]1[S:6][C:7]([C:23]#[C:24][C:25]([CH3:28])([CH3:27])[CH3:26])=[CH:8][C:9]=1[N:10]1[C@H:11]([CH:17]2[CH2:22][CH2:21][CH2:20][CH2:19][CH2:18]2)[CH2:12][CH2:13][C@H:14]([OH:47])[C:15]1=[O:16])=[O:4]. The yield is 0.450. (6) The reactants are C(NC(C)C)(C)C.C([Li])CCC.[C:13]([O:17][C:18]([N:20]1[CH2:25][CH2:24][C:23](=[O:26])[CH2:22][CH2:21]1)=[O:19])([CH3:16])([CH3:15])[CH3:14].C1C=CC(N([S:34]([C:37]([F:40])([F:39])[F:38])(=[O:36])=[O:35])[S:34]([C:37]([F:40])([F:39])[F:38])(=[O:36])=[O:35])=CC=1. The catalyst is O1CCCC1. The product is [F:38][C:37]([F:40])([F:39])[S:34]([O:26][C:23]1[CH2:22][CH2:21][N:20]([C:18]([O:17][C:13]([CH3:16])([CH3:14])[CH3:15])=[O:19])[CH2:25][CH:24]=1)(=[O:36])=[O:35]. The yield is 0.660. (7) The reactants are [Cl:1][C:2]1[N:3]=[C:4]([N:14]2[CH2:19][CH2:18][O:17][CH2:16][CH2:15]2)[C:5]2[S:10][C:9]([CH2:11][NH:12][CH3:13])=[CH:8][C:6]=2[N:7]=1.[CH:20]1([N:23]2[CH2:28][CH2:27][C:26](=O)[CH2:25][CH2:24]2)[CH2:22][CH2:21]1. No catalyst specified. The product is [Cl:1][C:2]1[N:3]=[C:4]([N:14]2[CH2:19][CH2:18][O:17][CH2:16][CH2:15]2)[C:5]2[S:10][C:9]([CH2:11][NH:12][CH2:13][CH:26]3[CH2:27][CH2:28][N:23]([CH:20]4[CH2:22][CH2:21]4)[CH2:24][CH2:25]3)=[CH:8][C:6]=2[N:7]=1. The yield is 0.570. (8) The reactants are O[CH2:2][C:3]1[CH:12]=[N:11][C:10]2[N:9]3[CH2:13][CH2:14][CH2:15][CH2:16][C@H:8]3[C:7](=[O:17])[NH:6][C:5]=2[CH:4]=1.[I-].C(C[P+](C)(C)C)#N.C(N(C(C)C)C(C)C)C.[N:35]1([C:41]2[CH:48]=[CH:47][C:44]([C:45]#[N:46])=[CH:43][CH:42]=2)[CH2:40][CH2:39][NH:38][CH2:37][CH2:36]1. The catalyst is C(#N)CC. The product is [O:17]=[C:7]1[NH:6][C:5]2[CH:4]=[C:3]([CH2:2][N:38]3[CH2:37][CH2:36][N:35]([C:41]4[CH:42]=[CH:43][C:44]([C:45]#[N:46])=[CH:47][CH:48]=4)[CH2:40][CH2:39]3)[CH:12]=[N:11][C:10]=2[N:9]2[CH2:13][CH2:14][CH2:15][CH2:16][C@@H:8]12. The yield is 0.200. (9) The catalyst is C1COCC1. The product is [CH3:46][C:45]1([CH3:47])[C:41]([CH3:40])([CH3:56])[O:42][B:43]([C:48]2[CH:49]=[C:50]([CH:53]=[CH:54][CH:55]=2)/[CH:51]=[CH:10]/[C:9]2[CH:8]=[CH:7][C:6]([C:4]([O:3][CH3:2])=[O:5])=[CH:31][CH:30]=2)[O:44]1. The reactants are [Br-].[CH3:2][O:3][C:4]([C:6]1[CH:31]=[CH:30][C:9]([CH2:10][P+](C2C=CC=CC=2)(C2C=CC=CC=2)C2C=CC=CC=2)=[CH:8][CH:7]=1)=[O:5].[Li+].CC([N-]C(C)C)C.[CH3:40][C:41]1([CH3:56])[C:45]([CH3:47])([CH3:46])[O:44][B:43]([C:48]2[CH:49]=[C:50]([CH:53]=[CH:54][CH:55]=2)[CH:51]=O)[O:42]1.O. The yield is 0.410. (10) The reactants are [NH2:1][C:2]1[CH:7]=[CH:6][C:5]([CH:8]([CH3:12])[C:9]([OH:11])=[O:10])=[CH:4][CH:3]=1.C[Si](Cl)(C)C.C(N(CC)CC)C.CC([O:28][C:29]1[C:34]([C:35](Cl)=[O:36])=[CH:33][CH:32]=[CH:31][CH:30]=1)=O. The yield is 0.520. The catalyst is C(Cl)Cl. The product is [C:35]([NH:1][C:2]1[CH:3]=[CH:4][C:5]([CH:8]([CH3:12])[C:9]([OH:11])=[O:10])=[CH:6][CH:7]=1)(=[O:36])[C:34]1[C:29](=[CH:30][CH:31]=[CH:32][CH:33]=1)[OH:28].